Dataset: Full USPTO retrosynthesis dataset with 1.9M reactions from patents (1976-2016). Task: Predict the reactants needed to synthesize the given product. (1) Given the product [Br:7][C:8]1[CH:9]=[N:10][CH:11]=[C:12]2[C:17]=1[N:16]=[C:15]([C:18]([NH:30][CH2:29][C:26]1[CH:25]=[CH:24][C:23]([C:22]([F:21])([F:31])[F:32])=[CH:28][CH:27]=1)=[O:20])[CH:14]=[CH:13]2, predict the reactants needed to synthesize it. The reactants are: C(Cl)(=O)C(Cl)=O.[Br:7][C:8]1[CH:9]=[N:10][CH:11]=[C:12]2[C:17]=1[N:16]=[C:15]([C:18]([OH:20])=O)[CH:14]=[CH:13]2.[F:21][C:22]([F:32])([F:31])[C:23]1[CH:28]=[CH:27][C:26]([CH2:29][NH2:30])=[CH:25][CH:24]=1.C(N(CC)CC)C.C([O-])(O)=O.[Na+]. (2) Given the product [C:4]([O-:5])(=[O:7])[CH3:9].[Ce+3:2].[C:9]([O-:10])(=[O:12])[CH3:13].[C:13]([O-:14])(=[O:16])[CH3:4], predict the reactants needed to synthesize it. The reactants are: O=[Ce:2]=O.[C:4](=[O:7])([O-])[O-:5].[Ce+3].[C:9](=[O:12])([O-])[O-:10].[C:13](=[O:16])([O-])[O-:14].[Ce+3]. (3) Given the product [S:1]1[C:5]2[CH:6]=[CH:7][CH:8]=[CH:9][C:4]=2[C:3]([N:10]2[CH2:15][CH2:14][N:13]([CH2:16][CH2:17][C:18]3[CH:23]=[C:22]([F:24])[CH:21]=[CH:20][C:19]=3[NH:25][C:33]([NH:32][C:27]3[CH:28]=[CH:29][CH:30]=[CH:31][C:26]=3[CH3:35])=[O:34])[CH2:12][CH2:11]2)=[N:2]1, predict the reactants needed to synthesize it. The reactants are: [S:1]1[C:5]2[CH:6]=[CH:7][CH:8]=[CH:9][C:4]=2[C:3]([N:10]2[CH2:15][CH2:14][N:13]([CH2:16][CH2:17][C:18]3[CH:23]=[C:22]([F:24])[CH:21]=[CH:20][C:19]=3[NH2:25])[CH2:12][CH2:11]2)=[N:2]1.[C:26]1([CH3:35])[C:27]([N:32]=[C:33]=[O:34])=[CH:28][CH:29]=[CH:30][CH:31]=1. (4) Given the product [Cl:1][C:2]1[CH:3]=[CH:4][C:5]([O:30][CH3:31])=[C:6]([C:8]2[C:12]([NH:13][C:14]([C:16]3[CH:17]=[N:18][N:19]4[CH:24]=[CH:23][CH:22]=[N:21][C:20]=34)=[O:15])=[CH:11][N:10]([CH:25]([CH3:29])[C:26]([NH:37][CH:35]3[CH2:36][O:33][CH2:34]3)=[O:28])[N:9]=2)[CH:7]=1, predict the reactants needed to synthesize it. The reactants are: [Cl:1][C:2]1[CH:3]=[CH:4][C:5]([O:30][CH3:31])=[C:6]([C:8]2[C:12]([NH:13][C:14]([C:16]3[CH:17]=[N:18][N:19]4[CH:24]=[CH:23][CH:22]=[N:21][C:20]=34)=[O:15])=[CH:11][N:10]([CH:25]([CH3:29])[C:26]([OH:28])=O)[N:9]=2)[CH:7]=1.Cl.[O:33]1[CH2:36][CH:35]([NH2:37])[CH2:34]1.C(N(CC)C(C)C)(C)C.